The task is: Predict the reaction yield, written as a fraction of the theoretical maximum amount of product (1.0 means a 100% yield; for example, 0.34 means a 34% yield).. This data is from Reaction yield outcomes from USPTO patents with 853,638 reactions. (1) The reactants are [CH3:1][C:2]1[CH:7]=[CH:6][CH:5]=[CH:4][C:3]=1[NH:8][C:9](=[O:32])[NH:10][C:11]1[CH:16]=[CH:15][C:14]([CH2:17][C:18]([O:20]C2C(F)=C(F)C(F)=C(F)C=2F)=O)=[CH:13][CH:12]=1.[NH2:33][C@@H:34]([CH3:47])[CH2:35][O:36][C:37]1[CH:46]=[CH:45][C:40]([C:41]([O:43]C)=[O:42])=[CH:39][CH:38]=1.CCN(CC)CC.CN([CH:58]=[O:59])C. The catalyst is CCOC(C)=O. The product is [CH3:58][O:59][C:16]1[CH:15]=[C:14]([CH2:17][C:18]([NH:33][C@@H:34]([CH3:47])[CH2:35][O:36][C:37]2[CH:46]=[CH:45][C:40]([C:41]([OH:43])=[O:42])=[CH:39][CH:38]=2)=[O:20])[CH:13]=[CH:12][C:11]=1[NH:10][C:9]([NH:8][C:3]1[CH:4]=[CH:5][CH:6]=[CH:7][C:2]=1[CH3:1])=[O:32]. The yield is 0.360. (2) The reactants are [F:1][C:2]1[CH:7]=[CH:6][C:5]([N:8]2[CH:13]=[CH:12][N:11]=[C:10](C#N)[C:9]2=[O:16])=[CH:4][CH:3]=1.[OH:17]S(O)(=O)=O.[CH3:22][OH:23]. No catalyst specified. The product is [F:1][C:2]1[CH:7]=[CH:6][C:5]([N:8]2[CH:13]=[CH:12][N:11]=[C:10]([C:22]([OH:17])=[O:23])[C:9]2=[O:16])=[CH:4][CH:3]=1. The yield is 0.690.